Dataset: Catalyst prediction with 721,799 reactions and 888 catalyst types from USPTO. Task: Predict which catalyst facilitates the given reaction. (1) Reactant: C(=O)([O-])[O-].[K+].[K+].[OH:7][C:8]1[CH:15]=[CH:14][C:11]([CH:12]=[O:13])=[C:10]([N+:16]([O-:18])=[O:17])[CH:9]=1.[CH2:19](Br)[C:20]1[CH:25]=[CH:24][CH:23]=[CH:22][CH:21]=1. Product: [CH2:19]([O:7][C:8]1[CH:15]=[CH:14][C:11]([CH:12]=[O:13])=[C:10]([N+:16]([O-:18])=[O:17])[CH:9]=1)[C:20]1[CH:25]=[CH:24][CH:23]=[CH:22][CH:21]=1. The catalyst class is: 3. (2) Reactant: O.[C:2]1(C)C=CC(S(O)(=O)=O)=CC=1.F[C:14](F)(F)[CH:15]([OH:18])[CH2:16][OH:17].[Cl:21][C:22]1[N:27]=[CH:26][C:25]([NH:28]C(=O)OC(C)(C)C)=[C:24]([C:36](=O)[CH2:37]C)[CH:23]=1. Product: [Cl:21][C:22]1[N:27]=[CH:26][C:25]([NH2:28])=[C:24]([C:36]2([CH3:37])[O:18][CH:15]([CH3:14])[CH:16]([CH3:2])[O:17]2)[CH:23]=1. The catalyst class is: 133. (3) Reactant: Cl[C:2]1[C:7]([CH:8]=[O:9])=[C:6]([N:10]2[C:22](=[O:23])[C:14]3=[CH:15][N:16]4[C:21]([CH2:20][CH2:19][CH2:18][CH2:17]4)=[C:13]3[CH:12]=[N:11]2)[N:5]=[CH:4][CH:3]=1.C([CH:26]1[CH2:31][N:30]([CH:32]2[CH2:35][O:34][CH2:33]2)[CH2:29][CH2:28][N:27]1[C:36]1[CH:37]=[CH:38][C:39]([NH:42][C:43]2[C:44](=[O:59])[N:45]([CH3:58])[CH:46]=[C:47](B3OC(C)(C)C(C)(C)O3)[CH:48]=2)=[N:40][CH:41]=1)C.C([O-])([O-])=O.[Na+].[Na+].CN(C=O)C. The catalyst class is: 6. Product: [CH3:58][N:45]1[C:44](=[O:59])[C:43]([NH:42][C:39]2[CH:38]=[CH:37][C:36]([N:27]3[CH2:28][CH2:29][N:30]([CH:32]4[CH2:33][O:34][CH2:35]4)[CH2:31][CH2:26]3)=[CH:41][N:40]=2)=[CH:48][C:47]([C:2]2[C:7]([CH:8]=[O:9])=[C:6]([N:10]3[C:22](=[O:23])[C:14]4=[CH:15][N:16]5[C:21]([CH2:20][CH2:19][CH2:18][CH2:17]5)=[C:13]4[CH:12]=[N:11]3)[N:5]=[CH:4][CH:3]=2)=[CH:46]1. (4) Reactant: [CH2:1]([O:3][CH2:4][C:5]1[N:6]([CH2:33][CH2:34][CH2:35][O:36][CH:37]([CH3:39])[CH3:38])[C:7]2[C:16]3[CH:15]=[CH:14][C:13](/[CH:17]=[CH:18]/[CH2:19][CH2:20][N:21]4[C:29](=[O:30])[C:28]5[C:23](=[CH:24][CH:25]=[CH:26][CH:27]=5)[C:22]4=[O:31])=[CH:12][C:11]=3[N:10]=[CH:9][C:8]=2[N:32]=1)[CH3:2]. Product: [CH2:1]([O:3][CH2:4][C:5]1[N:6]([CH2:33][CH2:34][CH2:35][O:36][CH:37]([CH3:38])[CH3:39])[C:7]2[C:16]3[CH:15]=[CH:14][C:13]([CH2:17][CH2:18][CH2:19][CH2:20][N:21]4[C:22](=[O:31])[C:23]5[C:28](=[CH:27][CH:26]=[CH:25][CH:24]=5)[C:29]4=[O:30])=[CH:12][C:11]=3[N:10]=[CH:9][C:8]=2[N:32]=1)[CH3:2]. The catalyst class is: 29. (5) Reactant: C([O:4][CH2:5][C:6]([NH:8][C@@H:9]1[C:17]2[C:12](=[CH:13][CH:14]=[CH:15][CH:16]=2)[CH2:11][C@H:10]1[NH:18][C:19]([C:21]1[NH:25][C:24]2[C:26]([Cl:30])=[C:27]([Cl:29])[S:28][C:23]=2[CH:22]=1)=[O:20])=[O:7])(=O)C.CO.C([O-])([O-])=O.[K+].[K+].O. Product: [Cl:29][C:27]1[S:28][C:23]2[CH:22]=[C:21]([C:19]([NH:18][C@@H:10]3[CH2:11][C:12]4[C:17](=[CH:16][CH:15]=[CH:14][CH:13]=4)[C@H:9]3[NH:8][C:6](=[O:7])[CH2:5][OH:4])=[O:20])[NH:25][C:24]=2[C:26]=1[Cl:30]. The catalyst class is: 1. (6) Reactant: [C:1]([C@H:5]1[CH2:10][CH2:9][C@H:8]([O:11][C:12]2[CH:13]=[C:14]3[C:19](=[CH:20][CH:21]=2)[N:18]=[C:17]([CH2:22][N:23]2[CH2:28][CH2:27][CH:26]([C:29]([O:31]C)=[O:30])[CH2:25][CH2:24]2)[N:16]=[CH:15]3)[CH2:7][CH2:6]1)([CH3:4])([CH3:3])[CH3:2].[OH-].[Na+].Cl. Product: [C:1]([C@H:5]1[CH2:6][CH2:7][C@H:8]([O:11][C:12]2[CH:13]=[C:14]3[C:19](=[CH:20][CH:21]=2)[N:18]=[C:17]([CH2:22][N:23]2[CH2:28][CH2:27][CH:26]([C:29]([OH:31])=[O:30])[CH2:25][CH2:24]2)[N:16]=[CH:15]3)[CH2:9][CH2:10]1)([CH3:4])([CH3:2])[CH3:3]. The catalyst class is: 14. (7) Reactant: [CH3:1][C:2]([CH3:9])([CH2:6][CH:7]=[CH2:8])[C:3]([OH:5])=[O:4].CC(C)([O-])C.[K+].[CH3:16][O:17][C:18]1[CH:25]=[CH:24][C:21]([CH2:22]Cl)=[CH:20][CH:19]=1. Product: [CH3:1][C:2]([CH3:9])([CH2:6][CH:7]=[CH2:8])[C:3]([O:5][CH2:22][C:21]1[CH:24]=[CH:25][C:18]([O:17][CH3:16])=[CH:19][CH:20]=1)=[O:4]. The catalyst class is: 3. (8) Reactant: [C:1]1([CH:8]=[CH:7][C:5]([OH:6])=[CH:4][CH:3]=1)O.C(OC[CH2:13][CH2:14][NH2:15])=C.C=O. Product: [O:6]1[C:5]2[CH:4]=[CH:3][CH:1]=[CH:8][C:7]=2[CH:13]=[CH:14][NH:15]1. The catalyst class is: 11. (9) Reactant: [N+:1]([C:4]1[CH:5]=[CH:6][C:7]2[C:11]3[CH:12]=[CH:13][CH:14]=[CH:15][C:10]=3[O:9][C:8]=2[CH:16]=1)([O-])=O.CC(C)[C@@H](NS(C1C=CC2OC3C=C(C4N=C(C)ON=4)C=CC=3C=2C=1)(=O)=O)C(O)=O. Product: [CH:6]1[C:7]2[C:11]3[CH:12]=[CH:13][CH:14]=[CH:15][C:10]=3[O:9][C:8]=2[CH:16]=[C:4]([NH2:1])[CH:5]=1. The catalyst class is: 19.